This data is from Forward reaction prediction with 1.9M reactions from USPTO patents (1976-2016). The task is: Predict the product of the given reaction. Given the reactants [Br:1][C:2]1[CH:3]=[C:4]2[C:11]3([C:15](=O)[NH:14][C:13](=[S:17])[NH:12]3)[CH2:10][CH:9]([C:18]3[CH:23]=[CH:22][C:21]([Cl:24])=[CH:20][CH:19]=3)[O:8][C:5]2=[CH:6][CH:7]=1.[C:25]([O-:28])([O-])=O.[K+].[K+].[CH3:31]I, predict the reaction product. The product is: [Br:1][C:2]1[CH:3]=[C:4]2[C:11]3([C:25](=[O:28])[N:14]([CH3:15])[C:13]([S:17][CH3:31])=[N:12]3)[CH2:10][CH:9]([C:18]3[CH:19]=[CH:20][C:21]([Cl:24])=[CH:22][CH:23]=3)[O:8][C:5]2=[CH:6][CH:7]=1.